This data is from Full USPTO retrosynthesis dataset with 1.9M reactions from patents (1976-2016). The task is: Predict the reactants needed to synthesize the given product. (1) Given the product [CH3:3][CH:2]([C:4]1[C:8]([CH2:9][CH2:10][C:11]([O:13][CH2:14][CH3:15])=[O:12])=[CH:7][N:6]([C:17]2[S:18][C:19]([C:22]([F:25])([F:24])[F:23])=[N:20][N:21]=2)[N:5]=1)[CH3:1], predict the reactants needed to synthesize it. The reactants are: [CH3:1][CH:2]([C:4]1[C:8]([CH2:9][CH2:10][C:11]([O:13][CH2:14][CH3:15])=[O:12])=[CH:7][NH:6][N:5]=1)[CH3:3].Cl[C:17]1[S:18][C:19]([C:22]([F:25])([F:24])[F:23])=[N:20][N:21]=1.[H-].[Na+].[H][H]. (2) The reactants are: C[N:2](C)[CH:3]=[CH:4][C:5]([C:7]1[C:15]2[O:14][C:13]([S:16][CH2:17][CH2:18][N:19]3[CH2:24][CH2:23][N:22]([CH2:25][C:26]([NH:28][C:29]4[C:34]([CH:35]([CH3:37])[CH3:36])=[CH:33][CH:32]=[CH:31][C:30]=4[CH:38]([CH3:40])[CH3:39])=[O:27])[CH2:21][CH2:20]3)=[N:12][C:11]=2[CH:10]=[CH:9][CH:8]=1)=O.C(O)(=O)C.O.[NH2:47]N. Given the product [NH:2]1[CH:3]=[CH:4][C:5]([C:7]2[C:15]3[O:14][C:13]([S:16][CH2:17][CH2:18][N:19]4[CH2:20][CH2:21][N:22]([CH2:25][C:26]([NH:28][C:29]5[C:34]([CH:35]([CH3:37])[CH3:36])=[CH:33][CH:32]=[CH:31][C:30]=5[CH:38]([CH3:40])[CH3:39])=[O:27])[CH2:23][CH2:24]4)=[N:12][C:11]=3[CH:10]=[CH:9][CH:8]=2)=[N:47]1, predict the reactants needed to synthesize it. (3) Given the product [CH2:1]([N:5]([CH2:26][C:27]1[CH:32]=[CH:31][C:30]([C:33]([F:34])([F:35])[F:36])=[CH:29][C:28]=1[F:37])[C:6](=[O:25])[CH2:7][O:8][C:9]1[CH:14]=[CH:13][C:12]([CH2:15][C@H:16]([O:22][CH2:23][CH3:24])[C:17]([OH:19])=[O:18])=[CH:11][CH:10]=1)[CH2:2][CH2:3][CH3:4], predict the reactants needed to synthesize it. The reactants are: [CH2:1]([N:5]([CH2:26][C:27]1[CH:32]=[CH:31][C:30]([C:33]([F:36])([F:35])[F:34])=[CH:29][C:28]=1[F:37])[C:6](=[O:25])[CH2:7][O:8][C:9]1[CH:14]=[CH:13][C:12]([CH2:15][C@H:16]([O:22][CH2:23][CH3:24])[C:17]([O:19]CC)=[O:18])=[CH:11][CH:10]=1)[CH2:2][CH2:3][CH3:4].[Li+].[OH-].Cl. (4) Given the product [N:1]1[CH:6]=[CH:5][CH:4]=[CH:3][C:2]=1[CH2:7][CH2:8][CH2:9][CH2:10][CH2:11][CH2:12][C:13]([OH:15])=[O:14], predict the reactants needed to synthesize it. The reactants are: [N:1]1[CH:6]=[CH:5][CH:4]=[CH:3][C:2]=1[CH:7]=[CH:8][CH2:9][CH2:10][CH2:11][CH2:12][C:13]([OH:15])=[O:14].C([O-])=O.[NH4+]. (5) Given the product [CH3:13][N:14]1[CH2:16][CH2:31][N:30]([C:8]([C:7]2[CH:6]=[CH:5][C:4]([N+:1]([O-:3])=[O:2])=[CH:12][CH:11]=2)=[O:10])[CH2:29][CH2:15]1, predict the reactants needed to synthesize it. The reactants are: [N+:1]([C:4]1[CH:12]=[CH:11][C:7]([C:8]([OH:10])=O)=[CH:6][CH:5]=1)([O-:3])=[O:2].[CH3:13][N:14]([CH:16]=O)[CH3:15].C1C=CC2N(O)N=NC=2C=1.C[CH2:29][N:30]=[C:31]=NCCCN(C)C.Cl. (6) The reactants are: [CH2:1]([CH:3]([CH2:6][CH2:7][CH2:8][CH3:9])[CH2:4][OH:5])[CH3:2].[H-].[Na+].[F:12][C:13]1[CH:18]=[CH:17][C:16]([N:19]2[C:24](=[O:25])[C:23](OS(C3C=CC(C)=CC=3)(=O)=O)=[C:22]([C:37]3[CH:42]=[CH:41][C:40]([S:43]([CH3:46])(=[O:45])=[O:44])=[CH:39][CH:38]=3)[CH:21]=[N:20]2)=[CH:15][CH:14]=1. Given the product [F:12][C:13]1[CH:18]=[CH:17][C:16]([N:19]2[C:24](=[O:25])[C:23]([O:5][CH2:4][CH:3]([CH2:1][CH3:2])[CH2:6][CH2:7][CH2:8][CH3:9])=[C:22]([C:37]3[CH:42]=[CH:41][C:40]([S:43]([CH3:46])(=[O:44])=[O:45])=[CH:39][CH:38]=3)[CH:21]=[N:20]2)=[CH:15][CH:14]=1, predict the reactants needed to synthesize it. (7) Given the product [N+:1]([C:4]1[CH:5]=[C:6]([C:7]([N:20]2[CH2:21][CH2:22][N:17]([CH3:16])[CH2:18][CH2:19]2)=[O:9])[CH:10]=[CH:11][C:12]=1[N+:13]([O-:15])=[O:14])([O-:3])=[O:2], predict the reactants needed to synthesize it. The reactants are: [N+:1]([C:4]1[CH:5]=[C:6]([CH:10]=[CH:11][C:12]=1[N+:13]([O-:15])=[O:14])[C:7]([OH:9])=O)([O-:3])=[O:2].[CH3:16][N:17]1[CH2:22][CH2:21][NH:20][CH2:19][CH2:18]1. (8) Given the product [C:20]([O:19][C:17]([N:9]1[CH2:10][CH2:11][C:5]2[CH:4]=[CH:3][O:2][C:6]=2[CH2:7][CH2:8]1)=[O:18])([CH3:23])([CH3:22])[CH3:21], predict the reactants needed to synthesize it. The reactants are: Cl.[O:2]1[C:6]2[CH2:7][CH2:8][NH:9][CH2:10][CH2:11][C:5]=2[CH:4]=[CH:3]1.C([O-])(O)=O.[Na+].[C:17](O[C:17]([O:19][C:20]([CH3:23])([CH3:22])[CH3:21])=[O:18])([O:19][C:20]([CH3:23])([CH3:22])[CH3:21])=[O:18]. (9) The reactants are: [CH:1]1([CH2:4][CH:5]([C:10]2[CH:11]=[C:12]([C:22]3[CH:27]=[CH:26][C:25]([C:28]([F:31])([F:30])[F:29])=[CH:24][CH:23]=3)[CH:13]=[C:14]([O:16][CH2:17][C:18]([F:21])([F:20])[F:19])[CH:15]=2)[C:6]([O:8]C)=[O:7])[CH2:3][CH2:2]1.O.[OH-].[Li+]. Given the product [CH:1]1([CH2:4][CH:5]([C:10]2[CH:11]=[C:12]([C:22]3[CH:27]=[CH:26][C:25]([C:28]([F:29])([F:30])[F:31])=[CH:24][CH:23]=3)[CH:13]=[C:14]([O:16][CH2:17][C:18]([F:20])([F:21])[F:19])[CH:15]=2)[C:6]([OH:8])=[O:7])[CH2:3][CH2:2]1, predict the reactants needed to synthesize it. (10) Given the product [I:1][C:2]1[C:6]2=[N:7][C:8]([O:11][CH3:12])=[CH:9][CH:10]=[C:5]2[N:4]([C:18]([O:17][C:13]([CH3:16])([CH3:15])[CH3:14])=[O:19])[CH:3]=1, predict the reactants needed to synthesize it. The reactants are: [I:1][C:2]1[C:6]2=[N:7][C:8]([O:11][CH3:12])=[CH:9][CH:10]=[C:5]2[NH:4][CH:3]=1.[C:13]([O:17][C:18](O[C:18]([O:17][C:13]([CH3:16])([CH3:15])[CH3:14])=[O:19])=[O:19])([CH3:16])([CH3:15])[CH3:14].